Dataset: M1 muscarinic receptor antagonist screen with 61,756 compounds. Task: Binary Classification. Given a drug SMILES string, predict its activity (active/inactive) in a high-throughput screening assay against a specified biological target. (1) The drug is O1c2nc[nH]c(=O)c2C(c2cc(OC)c(OCCC)cc2)C(=C1N)C#N. The result is 0 (inactive). (2) The drug is S(=O)(=O)(N1CCC(CC1)C(=O)NCCC=1CCCCC1)c1c2nsnc2ccc1. The result is 0 (inactive). (3) The drug is s1c2n(nc1Nc1c(cccc1)C)c(=O)c1c(n2)cccc1. The result is 0 (inactive). (4) The result is 0 (inactive). The compound is O1C(CN2C(c3c(oc4c(c3=O)cccc4)C2=O)c2ccc(OC)cc2)CCC1. (5) The molecule is N1(c2n3ncnc3nc3c2CCC(C3)C)CCN(CC1)c1ccccc1. The result is 0 (inactive). (6) The result is 0 (inactive). The drug is Fc1cc(NC(=O)CNC(=O)NCCCC)ccc1F.